This data is from Full USPTO retrosynthesis dataset with 1.9M reactions from patents (1976-2016). The task is: Predict the reactants needed to synthesize the given product. (1) Given the product [CH3:60][O:59][C:56]1[CH:55]=[C:54]([C:14]2[CH:15]=[CH:16][C:17]([CH3:20])=[CH:18][CH:19]=2)[CH:53]=[CH:58][CH:57]=1, predict the reactants needed to synthesize it. The reactants are: [CH:14]1[CH:19]=[CH:18][C:17](P([C:14]2[CH:19]=[CH:18][CH:17]=[CH:16][CH:15]=2)[C:14]2[CH:19]=[CH:18][CH:17]=[CH:16][CH:15]=2)=[CH:16][CH:15]=1.[C:20]1(B(O)O)C=CC=CC=1.[O-]P([O-])([O-])=O.[K+].[K+].[K+].O.O=P12OP3(OP(OP(O3)(O1)=O)(=O)O2)=O.I[C:53]1[CH:58]=[CH:57][C:56]([O:59][CH3:60])=[CH:55][CH:54]=1. (2) The reactants are: Br[C:2]1[CH:3]=[CH:4][CH:5]=[C:6]2[C:10]=1[NH:9][C:8]([CH3:11])=[CH:7]2.[Li]CCCC.[C:17](=[O:19])=[O:18].O. Given the product [CH3:11][C:8]1[NH:9][C:10]2[C:6]([CH:7]=1)=[CH:5][CH:4]=[CH:3][C:2]=2[C:17]([OH:19])=[O:18], predict the reactants needed to synthesize it. (3) Given the product [Br:7][C:17]1[CH2:16][CH2:15][C:14]2[C:19](=[CH:20][CH:21]=[C:12]([O:11][CH3:10])[CH:13]=2)[C:18]=1[C:22]1[CH:35]=[CH:34][C:25]([O:26][CH2:27][CH2:28][N:29]2[CH2:33][CH2:32][CH2:31][CH2:30]2)=[CH:24][CH:23]=1, predict the reactants needed to synthesize it. The reactants are: C1C=C[NH+]=CC=1.[Br:7][Br-]Br.[CH3:10][O:11][C:12]1[CH:13]=[C:14]2[C:19](=[CH:20][CH:21]=1)[C:18]([C:22]1[CH:35]=[CH:34][C:25]([O:26][CH2:27][CH2:28][N:29]3[CH2:33][CH2:32][CH2:31][CH2:30]3)=[CH:24][CH:23]=1)=[CH:17][CH2:16][CH2:15]2. (4) The reactants are: [C:1]([O:9][C@H:10]1[C@H:15]([CH2:16][CH:17]=[CH2:18])[O:14][C@@H:13]([CH:19]=[O:20])[C@H:12]2[O:21][C:22]3([O:28][C@@H:11]12)[CH2:27][CH2:26][CH2:25][CH2:24][CH2:23]3)(=[O:8])[C:2]1[CH:7]=[CH:6][CH:5]=[CH:4][CH:3]=1.Br[CH:30]=[CH:31][Si:32]([CH3:35])([CH3:34])[CH3:33].CS(C)=O.C(Br)=C. Given the product [C:1]([O:9][C@H:10]1[C@H:15]([CH2:16][CH:17]=[CH2:18])[O:14][C@@H:13]([C@@H:19]([OH:20])/[CH:30]=[CH:31]/[Si:32]([CH3:35])([CH3:34])[CH3:33])[C@H:12]2[O:21][C:22]3([O:28][C@@H:11]12)[CH2:27][CH2:26][CH2:25][CH2:24][CH2:23]3)(=[O:8])[C:2]1[CH:3]=[CH:4][CH:5]=[CH:6][CH:7]=1, predict the reactants needed to synthesize it.